This data is from Reaction yield outcomes from USPTO patents with 853,638 reactions. The task is: Predict the reaction yield, written as a fraction of the theoretical maximum amount of product (1.0 means a 100% yield; for example, 0.34 means a 34% yield). (1) The reactants are [O:1]1[CH2:6][CH2:5][CH2:4][CH2:3][CH:2]1[O:7][CH:8]1[CH2:11][CH:10]([CH2:12][CH2:13][OH:14])[CH2:9]1.C1(P(C2C=CC=CC=2)C2C=CC=CC=2)C=CC=CC=1.[Br:34][C:35]1[CH:40]=[CH:39][C:38](O)=[CH:37][CH:36]=1.CCOC(/N=N/C(OCC)=O)=O. The product is [Br:34][C:35]1[CH:40]=[CH:39][C:38]([O:14][CH2:13][CH2:12][CH:10]2[CH2:9][CH:8]([O:7][CH:2]3[CH2:3][CH2:4][CH2:5][CH2:6][O:1]3)[CH2:11]2)=[CH:37][CH:36]=1. The catalyst is O1CCCC1.C(OCC)(=O)C. The yield is 0.324. (2) The reactants are Br[C:2]1[CH:15]=[CH:14][C:5]2[S:6][C:7]3[CH:12]=[CH:11][C:10]([Br:13])=[CH:9][C:8]=3[C:4]=2[CH:3]=1.[CH:16]1[C:28]2[NH:27][C:26]3[C:21](=[CH:22][CH:23]=[CH:24][CH:25]=3)[C:20]=2[CH:19]=[CH:18][CH:17]=1.CC(C)([O-])C.[Na+]. The catalyst is C([O-])(=O)C.[Pd+2].C([O-])(=O)C.C1(P(C2CCCCC2)C2C=CC=CC=2C2C=CC=CC=2)CCCCC1.C1(C)C=CC=CC=1. The product is [Br:13][C:10]1[CH:11]=[CH:12][C:7]2[S:6][C:5]3[CH:14]=[CH:15][C:2]([N:27]4[C:28]5[CH:16]=[CH:17][CH:18]=[CH:19][C:20]=5[C:21]5[C:26]4=[CH:25][CH:24]=[CH:23][CH:22]=5)=[CH:3][C:4]=3[C:8]=2[CH:9]=1. The yield is 0.510. (3) The reactants are [CH:1]1([C:5]2[C:13]([C:14]3[NH:18][C:17]([CH3:19])=[N:16][N:15]=3)=[CH:12][C:8]([C:9]([OH:11])=O)=[C:7]([CH3:20])[CH:6]=2)[CH2:4][CH2:3][CH2:2]1.Cl.[NH:22]1[CH2:27][CH2:26][CH:25]([C:28]2[CH:35]=[CH:34][C:31]([C:32]#[N:33])=[CH:30][CH:29]=2)[CH2:24][CH2:23]1.C(Cl)CCl.C1C=CC2N(O)N=NC=2C=1.CCN(C(C)C)C(C)C. The catalyst is CN(C=O)C. The product is [CH:1]1([C:5]2[C:13]([C:14]3[NH:18][C:17]([CH3:19])=[N:16][N:15]=3)=[CH:12][C:8]([C:9]([N:22]3[CH2:27][CH2:26][CH:25]([C:28]4[CH:35]=[CH:34][C:31]([C:32]#[N:33])=[CH:30][CH:29]=4)[CH2:24][CH2:23]3)=[O:11])=[C:7]([CH3:20])[CH:6]=2)[CH2:2][CH2:3][CH2:4]1. The yield is 0.440. (4) The reactants are C1C=C(Cl)C=C(C(OO)=[O:9])C=1.[CH:12]1([NH:19][C:20]2[C:25]([C:26]3[CH:27]=[N:28][N:29]([CH3:31])[CH:30]=3)=[CH:24][N:23]=[C:22]([C:32]3[CH:37]=[CH:36][CH:35]=[C:34]([C:38]4[CH:39]=[N:40][N:41]([CH3:43])[CH:42]=4)[CH:33]=3)[N:21]=2)[CH2:18][CH2:17][CH2:16][CH2:15][CH:14]=[CH:13]1.C(=O)(O)[O-].[Na+]. The catalyst is C(Cl)Cl. The product is [CH3:31][N:29]1[CH:30]=[C:26]([C:25]2[C:20]([NH:19][CH:12]3[CH2:18][CH2:17][CH2:16][CH2:15][C@@H:14]4[C@H:13]3[O:9]4)=[N:21][C:22]([C:32]3[CH:37]=[CH:36][CH:35]=[C:34]([C:38]4[CH:39]=[N:40][N:41]([CH3:43])[CH:42]=4)[CH:33]=3)=[N:23][CH:24]=2)[CH:27]=[N:28]1. The yield is 0.460.